Dataset: Retrosynthesis with 50K atom-mapped reactions and 10 reaction types from USPTO. Task: Predict the reactants needed to synthesize the given product. (1) Given the product COc1cc(OC)c(F)c(N2Cc3cnc4c(ccn4COCC[Si](C)(C)C)c3C3(CCN(C)CC3)C2=O)c1F, predict the reactants needed to synthesize it. The reactants are: C=O.COc1cc(OC)c(F)c(N2Cc3cnc4c(ccn4COCC[Si](C)(C)C)c3C3(CCNCC3)C2=O)c1F. (2) Given the product CC(CNS(=O)(=O)C(C)C)Oc1ccc(-c2ccccc2F)cc1, predict the reactants needed to synthesize it. The reactants are: CC(CNS(=O)(=O)C(C)C)Oc1ccc(Br)cc1.OB(O)c1ccccc1F. (3) Given the product CC(=CCS(=O)(=O)c1ccccc1)CBr, predict the reactants needed to synthesize it. The reactants are: CC(=CCBr)CBr.O=S([O-])c1ccccc1. (4) Given the product CCN(C(C)=O)c1cccc(-c2ccc3nncn3n2)c1, predict the reactants needed to synthesize it. The reactants are: CC(=O)Nc1cccc(-c2ccc3nncn3n2)c1.CCI. (5) Given the product O=C(c1cnccn1)N1CCC(CCOc2ccc3cc2CCc2cncc(c2)Nc2ncc(Cl)c(n2)N3)CC1, predict the reactants needed to synthesize it. The reactants are: Clc1cnc2nc1Nc1ccc(OCCC3CCNCC3)c(c1)CCc1cncc(c1)N2.O=C(Cl)c1cnccn1.